This data is from NCI-60 drug combinations with 297,098 pairs across 59 cell lines. The task is: Regression. Given two drug SMILES strings and cell line genomic features, predict the synergy score measuring deviation from expected non-interaction effect. (1) Drug 1: CCN(CC)CCCC(C)NC1=C2C=C(C=CC2=NC3=C1C=CC(=C3)Cl)OC. Drug 2: CC(C)CN1C=NC2=C1C3=CC=CC=C3N=C2N. Cell line: MCF7. Synergy scores: CSS=19.8, Synergy_ZIP=-0.260, Synergy_Bliss=2.55, Synergy_Loewe=-0.915, Synergy_HSA=-2.39. (2) Drug 1: COC1=NC(=NC2=C1N=CN2C3C(C(C(O3)CO)O)O)N. Drug 2: C1=CC=C(C=C1)NC(=O)CCCCCCC(=O)NO. Cell line: MCF7. Synergy scores: CSS=7.76, Synergy_ZIP=-4.23, Synergy_Bliss=-2.65, Synergy_Loewe=-31.2, Synergy_HSA=-6.88.